This data is from Catalyst prediction with 721,799 reactions and 888 catalyst types from USPTO. The task is: Predict which catalyst facilitates the given reaction. (1) Reactant: [CH2:1]([O:3][CH2:4][C:5](Cl)=O)[CH3:2].[NH2:8][C:9]1[C:10]([Cl:26])=[N:11][C:12]([CH3:25])=[C:13]([CH3:24])[C:14]=1[NH:15][NH:16][C:17]([O:19][C:20]([CH3:23])([CH3:22])[CH3:21])=[O:18].C(N(CC)CC)C.[OH-].[Na+]. Product: [Cl:26][C:10]1[C:9]2[N:8]=[C:5]([CH2:4][O:3][CH2:1][CH3:2])[N:15]([NH:16][C:17](=[O:18])[O:19][C:20]([CH3:21])([CH3:22])[CH3:23])[C:14]=2[C:13]([CH3:24])=[C:12]([CH3:25])[N:11]=1. The catalyst class is: 46. (2) Reactant: [F:1][C:2]1[CH:7]=[CH:6][C:5]([C:8]2[N:9]=[C:10]([C:45]3[CH:50]=[CH:49][CH:48]=[CH:47][CH:46]=3)[N:11]([CH2:23][CH2:24][C@H:25]3[O:30][B:29]([C:31]4[CH:36]=[CH:35][CH:34]=[CH:33][CH:32]=4)[O:28][C@@H:27]([CH2:37][C:38]([O:40][C:41]([CH3:44])([CH3:43])[CH3:42])=[O:39])[CH2:26]3)[C:12]=2[C:13]2[CH:18]=[CH:17][N:16]=[C:15]([S:19][CH2:20][CH2:21][CH3:22])[N:14]=2)=[CH:4][CH:3]=1.[OH:51]OS([O-])=O.[K+].[OH2:57]. Product: [F:1][C:2]1[CH:3]=[CH:4][C:5]([C:8]2[N:9]=[C:10]([C:45]3[CH:46]=[CH:47][CH:48]=[CH:49][CH:50]=3)[N:11]([CH2:23][CH2:24][C@H:25]3[O:30][B:29]([C:31]4[CH:32]=[CH:33][CH:34]=[CH:35][CH:36]=4)[O:28][C@@H:27]([CH2:37][C:38]([O:40][C:41]([CH3:44])([CH3:42])[CH3:43])=[O:39])[CH2:26]3)[C:12]=2[C:13]2[CH:18]=[CH:17][N:16]=[C:15]([S:19]([CH2:20][CH2:21][CH3:22])(=[O:51])=[O:57])[N:14]=2)=[CH:6][CH:7]=1. The catalyst class is: 5. (3) Reactant: [CH3:1][C:2]1[S:6][C:5]([C:7]2[CH:12]=[CH:11][CH:10]=[CH:9][CH:8]=2)=[N:4][C:3]=1[CH2:13][O:14][C:15]1[CH:19]=[C:18]([C:20](OC)=[O:21])[O:17][N:16]=1.[H-].C([Al+]CC(C)C)C(C)C.O.O.O.O.O.O.O.O.O.O.[O-]S([O-])(=O)=O.[Na+].[Na+]. Product: [CH3:1][C:2]1[S:6][C:5]([C:7]2[CH:8]=[CH:9][CH:10]=[CH:11][CH:12]=2)=[N:4][C:3]=1[CH2:13][O:14][C:15]1[CH:19]=[C:18]([CH2:20][OH:21])[O:17][N:16]=1. The catalyst class is: 7. (4) Reactant: Cl.[NH2:2][CH2:3][C:4]1[CH:5]=[C:6]2[C:10](=[CH:11][CH:12]=1)[C:9](=[O:13])[N:8]([CH:14]1[CH2:19][CH2:18][C:17](=[O:20])[NH:16][C:15]1=[O:21])[CH2:7]2.[F:22][C:23]([F:35])([F:34])[O:24][C:25]1[CH:33]=[CH:32][C:28]([C:29](Cl)=[O:30])=[CH:27][CH:26]=1.[CH2:36](N(CC)CC)C. Product: [CH3:36][C:14]1([N:8]2[CH2:7][C:6]3[C:10](=[CH:11][CH:12]=[C:4]([CH2:3][NH:2][C:29](=[O:30])[C:28]4[CH:32]=[CH:33][C:25]([O:24][C:23]([F:35])([F:34])[F:22])=[CH:26][CH:27]=4)[CH:5]=3)[C:9]2=[O:13])[CH2:19][CH2:18][C:17](=[O:20])[NH:16][C:15]1=[O:21]. The catalyst class is: 35. (5) Reactant: [Br:1][C:2]1[CH:10]=[CH:9][C:5]([C:6]([OH:8])=O)=[C:4]([C:11]([F:14])([F:13])[F:12])[CH:3]=1.C(O)(=O)C1C=CC=CC=1.ClC1C=C(O)[C:28]2[N:32]=NN[C:29]=2[CH:33]=1.Cl.CN(C)CCCN=C=NCC.C(N(C(C)C)C(C)C)C.C1(N)CC1. Product: [Br:1][C:2]1[CH:10]=[CH:9][C:5]([C:6]([NH:32][CH:28]2[CH2:29][CH2:33]2)=[O:8])=[C:4]([C:11]([F:14])([F:13])[F:12])[CH:3]=1. The catalyst class is: 4. (6) Product: [Br:1][C:2]1[CH:30]=[CH:29][C:28]([O:31][CH3:32])=[CH:27][C:3]=1[CH2:4][CH:5]1[CH2:10][CH2:9][N:8]([CH2:11][CH2:12][CH:13]2[CH2:14][CH2:15][NH:16][CH2:17][CH2:18]2)[CH2:7][CH2:6]1. Reactant: [Br:1][C:2]1[CH:30]=[CH:29][C:28]([O:31][CH3:32])=[CH:27][C:3]=1[CH2:4][CH:5]1[CH2:10][CH2:9][N:8]([C:11](=O)[CH2:12][CH:13]2[CH2:18][CH2:17][N:16](C(OC(C)(C)C)=O)[CH2:15][CH2:14]2)[CH2:7][CH2:6]1.B.CO. The catalyst class is: 7.